Dataset: Reaction yield outcomes from USPTO patents with 853,638 reactions. Task: Predict the reaction yield, written as a fraction of the theoretical maximum amount of product (1.0 means a 100% yield; for example, 0.34 means a 34% yield). The reactants are [Br:1][C:2]1[CH:9]=[CH:8][C:5]([C:6]#[N:7])=[C:4]([F:10])[CH:3]=1.FC(F)(F)C(O)=[O:14].S(=O)(=O)(O)O. The catalyst is O. The product is [Br:1][C:2]1[CH:9]=[CH:8][C:5]([C:6]([NH2:7])=[O:14])=[C:4]([F:10])[CH:3]=1. The yield is 0.880.